From a dataset of Full USPTO retrosynthesis dataset with 1.9M reactions from patents (1976-2016). Predict the reactants needed to synthesize the given product. (1) Given the product [Cl:20][C:12]1[CH:11]=[C:10]([NH:9][C:6]2[CH2:5][CH2:4][C:3](=[O:8])[C:2]=2[CH3:1])[C:18]([Cl:19])=[CH:17][C:13]=1[C:14]([OH:16])=[O:15].[CH3:5][CH2:6][OH:7], predict the reactants needed to synthesize it. The reactants are: [CH3:1][CH:2]1[C:6](=[O:7])[CH2:5][CH2:4][C:3]1=[O:8].[NH2:9][C:10]1[C:18]([Cl:19])=[CH:17][C:13]([C:14]([OH:16])=[O:15])=[C:12]([Cl:20])[CH:11]=1. (2) Given the product [Cl:1][C:2]1[CH:3]=[CH:4][C:5]([N:11]2[CH:15]=[N:14][N:13]=[N:12]2)=[C:6]([CH:10]=1)[C:7]([NH2:20])=[O:8], predict the reactants needed to synthesize it. The reactants are: [Cl:1][C:2]1[CH:3]=[CH:4][C:5]([N:11]2[CH:15]=[N:14][N:13]=[N:12]2)=[C:6]([CH:10]=1)[C:7](O)=[O:8].[Cl-].[NH4+].Cl.C[N:20](C)CCCN=C=NCC.ON1C2N=CC=CC=2N=N1.C(N(C(C)C)CC)(C)C. (3) Given the product [Br:15][C:16]1[C:17]([N:6]([CH:1]2[CH2:2][CH2:3][CH2:4][CH2:5]2)[CH2:7][C:8]([CH3:14])([CH3:13])[C:9]([NH:11][CH3:12])=[O:10])=[N:18][C:19]([Cl:22])=[N:20][CH:21]=1, predict the reactants needed to synthesize it. The reactants are: [CH:1]1([NH:6][CH2:7][C:8]([CH3:14])([CH3:13])[C:9]([NH:11][CH3:12])=[O:10])[CH2:5][CH2:4][CH2:3][CH2:2]1.[Br:15][C:16]1[C:17](Cl)=[N:18][C:19]([Cl:22])=[N:20][CH:21]=1.CCN(C(C)C)C(C)C. (4) Given the product [NH2:24][CH2:23][C@@H:17]1[C@H:18]([CH3:22])[CH2:19][CH2:20][CH2:21][N:16]1[C:14]([C:9]1[N:10]=[C:11]([CH3:13])[S:12][C:8]=1[C:5]1[CH:4]=[CH:3][C:2]([F:1])=[CH:7][CH:6]=1)=[O:15], predict the reactants needed to synthesize it. The reactants are: [F:1][C:2]1[CH:7]=[CH:6][C:5]([C:8]2[S:12][C:11]([CH3:13])=[N:10][C:9]=2[C:14]([N:16]2[CH2:21][CH2:20][CH2:19][C@@H:18]([CH3:22])[C@@H:17]2[CH2:23][NH:24]C(=O)OC(C)(C)C)=[O:15])=[CH:4][CH:3]=1.C(O)(C(F)(F)F)=O. (5) Given the product [CH3:1][C:2]1[N:7]=[C:6]([NH:8][S:33]([C:30]2[CH:31]=[N:32][C:27]([Cl:26])=[CH:28][CH:29]=2)(=[O:35])=[O:34])[CH:5]=[CH:4][CH:3]=1, predict the reactants needed to synthesize it. The reactants are: [CH3:1][C:2]1[N:7]=[C:6]([NH:8]S(C2C=CC(C3C=CC(C#N)=CC=3)=CC=2)(=O)=O)[CH:5]=[CH:4][CH:3]=1.[Cl:26][C:27]1[N:32]=[CH:31][C:30]([S:33](Cl)(=[O:35])=[O:34])=[CH:29][CH:28]=1. (6) Given the product [CH2:1]([O:3][C:4](=[O:20])[C@@H:5]([O:18][CH3:19])[CH2:6][C:7]1[CH:12]=[CH:11][C:10]([O:13][CH2:14][CH2:15][CH2:16][O:31][C:28]2[CH:27]=[CH:26][C:25]([O:24][CH2:23][C:22]([F:21])([F:35])[CH:32]([F:33])[F:34])=[CH:30][CH:29]=2)=[CH:9][CH:8]=1)[CH3:2], predict the reactants needed to synthesize it. The reactants are: [CH2:1]([O:3][C:4](=[O:20])[C@@H:5]([O:18][CH3:19])[CH2:6][C:7]1[CH:12]=[CH:11][C:10]([O:13][CH2:14][CH2:15][CH2:16]Br)=[CH:9][CH:8]=1)[CH3:2].[F:21][C:22]([F:35])([CH:32]([F:34])[F:33])[CH2:23][O:24][C:25]1[CH:30]=[CH:29][C:28]([OH:31])=[CH:27][CH:26]=1. (7) Given the product [O:1]1[C:5]2[CH:6]=[CH:7][C:8]([S:10]([N:13]([CH2:49][CH:50]([CH3:52])[CH3:51])[CH2:14][C@@H:15]([OH:48])[C@@H:16]([NH:36][C:37](=[O:47])[O:38][C@@H:39]3[C@H:46]4[C@H:42]([O:43][CH2:44][CH2:45]4)[O:41][CH2:40]3)[CH2:17][C:18]3[CH:23]=[CH:22][C:21]([O:24][CH2:25][CH2:26][CH2:27][OH:28])=[CH:20][CH:19]=3)(=[O:12])=[O:11])=[CH:9][C:4]=2[O:3][CH2:2]1, predict the reactants needed to synthesize it. The reactants are: [O:1]1[C:5]2[CH:6]=[CH:7][C:8]([S:10]([N:13]([CH2:49][CH:50]([CH3:52])[CH3:51])[CH2:14][C@@H:15]([OH:48])[C@@H:16]([NH:36][C:37](=[O:47])[O:38][C@@H:39]3[C@H:46]4[C@H:42]([O:43][CH2:44][CH2:45]4)[O:41][CH2:40]3)[CH2:17][C:18]3[CH:23]=[CH:22][C:21]([O:24][CH2:25][CH2:26][CH2:27][O:28][Si](C(C)(C)C)(C)C)=[CH:20][CH:19]=3)(=[O:12])=[O:11])=[CH:9][C:4]=2[O:3][CH2:2]1.[F-].C([N+](CCCC)(CCCC)CCCC)CCC.O1CCCC1.C(O)(=O)C.